This data is from Forward reaction prediction with 1.9M reactions from USPTO patents (1976-2016). The task is: Predict the product of the given reaction. (1) Given the reactants [O:1]=[S:2]1(=[O:18])[N:7]([C:8]2[CH:16]=[CH:15][C:11]([C:12]([OH:14])=O)=[C:10]([F:17])[CH:9]=2)[CH2:6][CH2:5][O:4][CH2:3]1.[Cl:19][C:20]1[CH:26]=[CH:25][C:23]([NH2:24])=[CH:22][C:21]=1[C:27]1[CH:32]=[CH:31][CH:30]=[CH:29][N:28]=1.CN(C(ON1N=NC2C=CC=NC1=2)=[N+](C)C)C.F[P-](F)(F)(F)(F)F.CCN(C(C)C)C(C)C, predict the reaction product. The product is: [Cl:19][C:20]1[CH:26]=[CH:25][C:23]([NH:24][C:12](=[O:14])[C:11]2[CH:15]=[CH:16][C:8]([N:7]3[CH2:6][CH2:5][O:4][CH2:3][S:2]3(=[O:1])=[O:18])=[CH:9][C:10]=2[F:17])=[CH:22][C:21]=1[C:27]1[CH:32]=[CH:31][CH:30]=[CH:29][N:28]=1. (2) The product is: [CH2:22]([C:6]1([CH2:18][CH2:19][CH2:20][CH3:21])[C:7]2[CH:8]=[C:9]([C:16]#[C:17][C:27]3[S:31][C:30]([CH:32]=[O:33])=[CH:29][CH:28]=3)[CH:10]=[CH:11][C:12]=2[C:13]2[C:5]1=[CH:4][C:3]([C:1]#[C:2][C:27]1[S:31][C:30]([CH:32]=[O:33])=[CH:29][CH:28]=1)=[CH:15][CH:14]=2)[CH2:23][CH2:24][CH3:25]. Given the reactants [C:1]([C:3]1[CH:15]=[CH:14][C:13]2[C:12]3[C:7](=[CH:8][C:9]([C:16]#[CH:17])=[CH:10][CH:11]=3)[C:6]([CH2:22][CH2:23][CH2:24][CH3:25])([CH2:18][CH2:19][CH2:20][CH3:21])[C:5]=2[CH:4]=1)#[CH:2].I[C:27]1[S:31][C:30]([CH:32]=[O:33])=[CH:29][CH:28]=1, predict the reaction product. (3) Given the reactants C([O:4][C@H:5]1[C@@H:10]([O:11][C@@H:12]2[C@@H:17]([O:18]C(=O)C)[C@@H:16]([O:22]C(=O)C)[C@H:15]([O:26]C(=O)C)[C@@H:14]([CH2:30][O:31]C(=O)C)[O:13]2)[C@H:9]([O:35]C(=O)C)[C@@H:8]([CH2:39][O:40]C(=O)C)[O:7][C@@H:6]1[CH2:44][CH2:45][CH2:46][C:47]1[CH:56]=[CH:55][C:50]([C:51]([O:53][CH3:54])=[O:52])=[CH:49][CH:48]=1)(=O)C, predict the reaction product. The product is: [OH:4][C@H:5]1[C@@H:10]([O:11][C@@H:12]2[C@@H:17]([OH:18])[C@@H:16]([OH:22])[C@H:15]([OH:26])[C@@H:14]([CH2:30][OH:31])[O:13]2)[C@H:9]([OH:35])[C@@H:8]([CH2:39][OH:40])[O:7][C@@H:6]1[CH2:44][CH2:45][CH2:46][C:47]1[CH:48]=[CH:49][C:50]([C:51]([O:53][CH3:54])=[O:52])=[CH:55][CH:56]=1. (4) Given the reactants C(OC(=O)[NH:7][CH2:8][C:9]1([C:17]2[NH:21][C:20](=[O:22])[O:19][N:18]=2)[C:11]2([CH2:16][CH2:15][CH2:14][CH2:13][CH2:12]2)[CH2:10]1)(C)(C)C.[ClH:24].CCOCC, predict the reaction product. The product is: [ClH:24].[NH2:7][CH2:8][C:9]1([C:17]2[NH:21][C:20](=[O:22])[O:19][N:18]=2)[C:11]2([CH2:12][CH2:13][CH2:14][CH2:15][CH2:16]2)[CH2:10]1. (5) Given the reactants Cl[CH2:2][CH2:3][N:4]1[C:13]2[C:8](=[CH:9][CH:10]=[C:11]([C:14]3[C:18]([C:19]4[CH:24]=[CH:23][CH:22]=[C:21]([CH3:25])[N:20]=4)=[N:17][N:16]4[CH2:26][CH2:27][CH2:28][C:15]=34)[CH:12]=2)[N:7]=[CH:6][C:5]1=[O:29].[NH:30]1[CH2:34][CH2:33][CH2:32][CH2:31]1, predict the reaction product. The product is: [CH3:25][C:21]1[N:20]=[C:19]([C:18]2[C:14]([C:11]3[CH:12]=[C:13]4[C:8]([NH:7][CH2:6][C:5](=[O:29])[N:4]4[CH2:3][CH2:2][N:30]4[CH2:34][CH2:33][CH2:32][CH2:31]4)=[CH:9][CH:10]=3)=[C:15]3[CH2:28][CH2:27][CH2:26][N:16]3[N:17]=2)[CH:24]=[CH:23][CH:22]=1. (6) Given the reactants [F:1][C:2]1[CH:7]=[CH:6][C:5]([OH:8])=[CH:4][CH:3]=1.[C:9](=[O:12])([O-])[O-:10].[Cs+].[Cs+].O[C:16]1[CH:17]=[CH:18][CH:19]=[C:20]2[C:25]=1[N:24]=[CH:23][CH:22]=[CH:21]2.[OH2:26], predict the reaction product. The product is: [F:1][C:2]1[CH:7]=[CH:6][C:5]([O:8][C:2]2[CH:7]=[CH:21][C:22]([C:23]([NH:24][C:25]3[CH:16]=[CH:17][CH:18]=[CH:19][C:20]=3[C:9]([OH:10])=[O:12])=[O:26])=[CH:4][CH:3]=2)=[CH:4][CH:3]=1.